This data is from Reaction yield outcomes from USPTO patents with 853,638 reactions. The task is: Predict the reaction yield, written as a fraction of the theoretical maximum amount of product (1.0 means a 100% yield; for example, 0.34 means a 34% yield). (1) The reactants are Cl[C:2]1[N:7]=[C:6](Cl)[N:5]=[C:4]([C:9]2[CH:14]=[CH:13][C:12]([Cl:15])=[CH:11][CH:10]=2)[N:3]=1.[CH3:16][C:17]1([CH3:33])[C:29]2[CH:28]=[C:27](B(O)O)[CH:26]=[CH:25][C:24]=2[C:23]2[C:18]1=[CH:19][CH:20]=[CH:21][CH:22]=2.C([O-])([O-])=O.[K+].[K+]. The catalyst is COCCOC.O.C1C=CC([P]([Pd]([P](C2C=CC=CC=2)(C2C=CC=CC=2)C2C=CC=CC=2)([P](C2C=CC=CC=2)(C2C=CC=CC=2)C2C=CC=CC=2)[P](C2C=CC=CC=2)(C2C=CC=CC=2)C2C=CC=CC=2)(C2C=CC=CC=2)C2C=CC=CC=2)=CC=1. The product is [Cl:15][C:12]1[CH:13]=[CH:14][C:9]([C:4]2[N:5]=[C:6]([C:20]3[CH:21]=[CH:22][C:23]4[C:24]5[C:29](=[CH:28][CH:27]=[CH:26][CH:25]=5)[C:17]([CH3:33])([CH3:16])[C:18]=4[CH:19]=3)[N:7]=[C:2]([C:27]3[CH:26]=[CH:25][C:24]4[C:23]5[C:18](=[CH:19][CH:20]=[CH:21][CH:22]=5)[C:17]([CH3:33])([CH3:16])[C:29]=4[CH:28]=3)[N:3]=2)=[CH:10][CH:11]=1. The yield is 0.491. (2) The reactants are Br[C:2]1[CH:3]=[C:4]2[N:10]=[C:9]([C@@H:11]3[CH2:15][C@H:14]([CH3:16])[CH2:13][N:12]3[C:17]([O:19][C:20]([CH3:23])([CH3:22])[CH3:21])=[O:18])[NH:8][C:5]2=[N:6][CH:7]=1.[CH3:24][C@@H:25]1[CH2:29][N:28]([C:30]([O:32][C:33]([CH3:36])([CH3:35])[CH3:34])=[O:31])[C@H:27]([C:37]2[NH:38][CH:39]=[C:40]([C:42]3[CH:47]=[CH:46][C:45]([C:48]4[CH:53]=[CH:52][C:51](B5OC(C)(C)C(C)(C)O5)=[CH:50][CH:49]=4)=[CH:44][CH:43]=3)[N:41]=2)[CH2:26]1.ClCCl.C([O-])(O)=O.[Na+]. The catalyst is CC(O)C. The product is [C:20]([O:19][C:17]([N:12]1[CH2:13][C@@H:14]([CH3:16])[CH2:15][C@H:11]1[C:9]1[NH:8][C:5]2=[N:6][CH:7]=[C:2]([C:51]3[CH:52]=[CH:53][C:48]([C:45]4[CH:46]=[CH:47][C:42]([C:40]5[N:41]=[C:37]([C@@H:27]6[CH2:26][C@H:25]([CH3:24])[CH2:29][N:28]6[C:30]([O:32][C:33]([CH3:34])([CH3:36])[CH3:35])=[O:31])[NH:38][CH:39]=5)=[CH:43][CH:44]=4)=[CH:49][CH:50]=3)[CH:3]=[C:4]2[N:10]=1)=[O:18])([CH3:23])([CH3:22])[CH3:21]. The yield is 0.460. (3) The reactants are [Br:1][C:2]1[CH:11]=[C:10]2[C:5]([NH:6][C:7](=[O:12])[CH:8]=[N:9]2)=[CH:4][CH:3]=1.Cl[C:14]([O:16][CH:17]([CH3:19])[CH3:18])=[O:15].C1(C)C=CC=CC=1. The catalyst is N1C=CC=CC=1. The product is [Br:1][C:2]1[CH:11]=[C:10]2[C:5]([NH:6][C:7](=[O:12])[CH2:8][N:9]2[C:14]([O:16][CH:17]([CH3:19])[CH3:18])=[O:15])=[CH:4][CH:3]=1. The yield is 0.970. (4) The reactants are [CH3:1][NH:2][CH2:3][C:4]1([CH2:8][N:9]2[CH:13]=[C:12]([N+:14]([O-:16])=[O:15])[CH:11]=[N:10]2)[CH2:7][O:6][CH2:5]1.CCN(CC)CC.[F:31][C:30]([F:33])([F:32])[C:29](O[C:29](=[O:34])[C:30]([F:33])([F:32])[F:31])=[O:34]. The catalyst is C(Cl)Cl. The product is [F:33][C:30]([F:31])([F:32])[C:29]([N:2]([CH3:1])[CH2:3][C:4]1([CH2:8][N:9]2[CH:13]=[C:12]([N+:14]([O-:16])=[O:15])[CH:11]=[N:10]2)[CH2:7][O:6][CH2:5]1)=[O:34]. The yield is 1.00. (5) The reactants are [Cl:1][C:2]1[C:10]([F:11])=[C:9]2[C:5]([C:6]([S:28][C:29]3[C:30]([F:40])=[C:31]([CH:37]=[CH:38][CH:39]=3)[C:32]([O:34][CH2:35][CH3:36])=[O:33])=[C:7]([CH:25]3[CH2:27][CH2:26]3)[N:8]2[C:12]2[CH:13]=[N:14][N:15](COCC[Si](C)(C)C)[CH:16]=2)=[CH:4][CH:3]=1.Cl.CCN(CC)CC.CCCCC. The catalyst is CCO. The product is [Cl:1][C:2]1[C:10]([F:11])=[C:9]2[C:5]([C:6]([S:28][C:29]3[C:30]([F:40])=[C:31]([CH:37]=[CH:38][CH:39]=3)[C:32]([O:34][CH2:35][CH3:36])=[O:33])=[C:7]([CH:25]3[CH2:26][CH2:27]3)[N:8]2[C:12]2[CH:13]=[N:14][NH:15][CH:16]=2)=[CH:4][CH:3]=1. The yield is 0.900. (6) The reactants are Br[C:2]1[CH:3]=[C:4]2[C:8](=[CH:9][CH:10]=1)[N:7]([CH3:11])[C:6]([CH2:12][O:13][Si:14]([C:17]([CH3:20])([CH3:19])[CH3:18])([CH3:16])[CH3:15])=[CH:5]2.[Li]CCCC.CON(C)[C:29](=[O:32])[CH2:30][CH3:31]. The catalyst is C1COCC1. The product is [Si:14]([O:13][CH2:12][C:6]1[N:7]([CH3:11])[C:8]2[C:4]([CH:5]=1)=[CH:3][C:2]([C:29](=[O:32])[CH2:30][CH3:31])=[CH:10][CH:9]=2)([C:17]([CH3:20])([CH3:19])[CH3:18])([CH3:16])[CH3:15]. The yield is 0.770. (7) The reactants are [Br:1][C:2]1[CH:3]=[CH:4][C:5]([Cl:11])=[C:6]([CH:10]=1)[C:7]([NH2:9])=O. The product is [Br:1][C:2]1[CH:3]=[CH:4][C:5]([Cl:11])=[C:6]([CH2:7][NH2:9])[CH:10]=1. The yield is 0.762. The catalyst is C1COCC1.S(C)C.